This data is from Catalyst prediction with 721,799 reactions and 888 catalyst types from USPTO. The task is: Predict which catalyst facilitates the given reaction. (1) Reactant: [Si:1]([O:8][C:9]1[C:10]([F:24])=[C:11]([C:16]([CH2:22][CH3:23])=[CH:17][C:18]([O:20][CH3:21])=[O:19])[CH:12]=[C:13]([F:15])[CH:14]=1)([C:4]([CH3:7])([CH3:6])[CH3:5])([CH3:3])[CH3:2]. Product: [Si:1]([O:8][C:9]1[C:10]([F:24])=[C:11]([CH:16]([CH2:22][CH3:23])[CH2:17][C:18]([O:20][CH3:21])=[O:19])[CH:12]=[C:13]([F:15])[CH:14]=1)([C:4]([CH3:7])([CH3:6])[CH3:5])([CH3:3])[CH3:2]. The catalyst class is: 43. (2) Reactant: [F:1][CH:2]([F:34])[C:3]1[N:24]([S:25]([C:28]2[CH:33]=[CH:32][CH:31]=[CH:30][CH:29]=2)(=[O:27])=[O:26])[C:6]2=[N:7][CH:8]=[CH:9][C:10]([C:11]3[S:12][C:13]([S:16]([N:19]4C=CN=[CH:20]4)(=[O:18])=[O:17])=[CH:14][CH:15]=3)=[C:5]2[CH:4]=1.COS(C(F)(F)F)(=O)=O.[S:44]1(=[O:52])(=[O:51])[CH2:49][CH2:48]C(N)[CH2:46][CH2:45]1. Product: [F:1][CH:2]([F:34])[C:3]1[N:24]([S:25]([C:28]2[CH:29]=[CH:30][CH:31]=[CH:32][CH:33]=2)(=[O:26])=[O:27])[C:6]2=[N:7][CH:8]=[CH:9][C:10]([C:11]3[S:12][C:13]([S:16]([NH:19][CH:20]4[CH2:48][CH2:49][S:44](=[O:52])(=[O:51])[CH2:45][CH2:46]4)(=[O:18])=[O:17])=[CH:14][CH:15]=3)=[C:5]2[CH:4]=1. The catalyst class is: 7.